Task: Regression. Given two drug SMILES strings and cell line genomic features, predict the synergy score measuring deviation from expected non-interaction effect.. Dataset: NCI-60 drug combinations with 297,098 pairs across 59 cell lines (1) Drug 1: CCC1=CC2CC(C3=C(CN(C2)C1)C4=CC=CC=C4N3)(C5=C(C=C6C(=C5)C78CCN9C7C(C=CC9)(C(C(C8N6C)(C(=O)OC)O)OC(=O)C)CC)OC)C(=O)OC.C(C(C(=O)O)O)(C(=O)O)O. Drug 2: C1=NNC2=C1C(=O)NC=N2. Cell line: OVCAR-4. Synergy scores: CSS=26.4, Synergy_ZIP=1.68, Synergy_Bliss=3.89, Synergy_Loewe=-7.75, Synergy_HSA=5.97. (2) Drug 1: CC1C(C(=O)NC(C(=O)N2CCCC2C(=O)N(CC(=O)N(C(C(=O)O1)C(C)C)C)C)C(C)C)NC(=O)C3=C4C(=C(C=C3)C)OC5=C(C(=O)C(=C(C5=N4)C(=O)NC6C(OC(=O)C(N(C(=O)CN(C(=O)C7CCCN7C(=O)C(NC6=O)C(C)C)C)C)C(C)C)C)N)C. Drug 2: CC(C)NC(=O)C1=CC=C(C=C1)CNNC.Cl. Cell line: MDA-MB-231. Synergy scores: CSS=15.1, Synergy_ZIP=-2.01, Synergy_Bliss=1.64, Synergy_Loewe=-1.85, Synergy_HSA=1.31. (3) Drug 1: C1=NC2=C(N=C(N=C2N1C3C(C(C(O3)CO)O)O)F)N. Drug 2: CC1=C2C(C(=O)C3(C(CC4C(C3C(C(C2(C)C)(CC1OC(=O)C(C(C5=CC=CC=C5)NC(=O)OC(C)(C)C)O)O)OC(=O)C6=CC=CC=C6)(CO4)OC(=O)C)O)C)O. Cell line: MALME-3M. Synergy scores: CSS=-3.74, Synergy_ZIP=0.468, Synergy_Bliss=1.78, Synergy_Loewe=-2.92, Synergy_HSA=-3.92.